From a dataset of Forward reaction prediction with 1.9M reactions from USPTO patents (1976-2016). Predict the product of the given reaction. (1) Given the reactants I[C:2]1[N:6]2[CH:7]=[C:8]([C:13]3[CH:18]=[CH:17][C:16]([C:19]([F:22])([F:21])[F:20])=[CH:15][CH:14]=3)[CH:9]=[C:10]([C:11]#[N:12])[C:5]2=[N:4][CH:3]=1.[CH3:23][Si:24]([C:27]#[CH:28])([CH3:26])[CH3:25], predict the reaction product. The product is: [F:20][C:19]([F:22])([F:21])[C:16]1[CH:17]=[CH:18][C:13]([C:8]2[CH:9]=[C:10]([C:11]#[N:12])[C:5]3[N:6]([C:2]([C:28]#[C:27][Si:24]([CH3:26])([CH3:25])[CH3:23])=[CH:3][N:4]=3)[CH:7]=2)=[CH:14][CH:15]=1. (2) Given the reactants O[CH:2]([CH:34]([CH3:36])[CH3:35])[CH2:3][S:4]([C:7]1[CH:12]=[CH:11][C:10]([C:13]2[CH:18]=[CH:17][CH:16]=[C:15]([CH2:19][NH:20][C:21]([C:23]3[NH:32][C:31](=[O:33])[C:30]4[C:25](=[CH:26][CH:27]=[CH:28][CH:29]=4)[N:24]=3)=[O:22])[CH:14]=2)=[CH:9][CH:8]=1)(=[O:6])=[O:5].C(N(CC)CC)C.CS(Cl)(=O)=O, predict the reaction product. The product is: [CH3:35][CH:34]([CH3:36])/[CH:2]=[CH:3]/[S:4]([C:7]1[CH:8]=[CH:9][C:10]([C:13]2[CH:18]=[CH:17][CH:16]=[C:15]([CH2:19][NH:20][C:21]([C:23]3[NH:32][C:31](=[O:33])[C:30]4[C:25](=[CH:26][CH:27]=[CH:28][CH:29]=4)[N:24]=3)=[O:22])[CH:14]=2)=[CH:11][CH:12]=1)(=[O:5])=[O:6]. (3) Given the reactants [N+:1]([C:4]1[C:5](O)=[N:6][CH:7]=[C:8]([C:10]([F:13])([F:12])[F:11])[CH:9]=1)([O-:3])=[O:2].C(Cl)(=O)C(Cl)=O.[CH3:21][N:22]([CH3:28])[CH2:23][CH2:24][CH2:25][NH:26][CH3:27].C([O-])([O-])=O.[K+].[K+], predict the reaction product. The product is: [CH3:21][N:22]([CH3:28])[CH2:23][CH2:24][CH2:25][N:26]([CH3:27])[C:5]1[C:4]([N+:1]([O-:3])=[O:2])=[CH:9][C:8]([C:10]([F:13])([F:12])[F:11])=[CH:7][N:6]=1.